This data is from Full USPTO retrosynthesis dataset with 1.9M reactions from patents (1976-2016). The task is: Predict the reactants needed to synthesize the given product. (1) Given the product [Cl:8][C:9]1[CH:10]=[C:11]([CH:17]([CH3:19])[CH3:18])[C:12]2[N:13]([C:21]([NH2:20])=[N:16][N:15]=2)[N:14]=1, predict the reactants needed to synthesize it. The reactants are: FC(F)(F)C(O)=O.[Cl:8][C:9]1[N:14]=[N:13][C:12]([NH:15][NH2:16])=[C:11]([CH:17]([CH3:19])[CH3:18])[CH:10]=1.[N:20]#[C:21]Br.C(=O)([O-])[O-].[K+].[K+]. (2) Given the product [CH3:3][CH:2]([CH2:4][CH2:5][CH2:6][C@H:7]([C@@H:9]1[C@:27]2([CH3:28])[C@H:12]([C@H:13]3[C@H:24]([CH2:25][CH2:26]2)[C@:22]2([CH3:23])[C:16]([CH2:17][C@H:18]([CH2:20][CH2:21]2)[OH:19])=[CH:15][CH2:14]3)[CH2:11][CH2:10]1)[CH3:8])[CH3:1].[CH2:47]([NH:50][C:29]([CH2:30][CH2:38][CH2:37][S:39][S:40][C:24]1[CH:25]=[CH:26][CH:27]=[CH:28][N:56]=1)=[NH:32])[CH3:48], predict the reactants needed to synthesize it. The reactants are: [CH3:1][CH:2]([CH2:4][CH2:5][CH2:6][C@H:7]([C@@H:9]1[C@:27]2([CH3:28])[C@H:12]([C@H:13]3[C@H:24]([CH2:25][CH2:26]2)[C@:22]2([CH3:23])[C:16]([CH2:17][C@H:18]([CH2:20][CH2:21]2)[OH:19])=[CH:15][CH2:14]3)[CH2:11][CH2:10]1)[CH3:8])[CH3:3].[CH2:29]([NH2:32])[CH2:30]N.C1[CH:38]=[C:37]([S:39][S:40]C2N=CC=CC=2)N=CC=1.[CH:47]([N:50](C(C)C)CC)(C)[CH3:48].[NH:56]=C1CCCS1.CC(CCC[C@H]([C@@H]1[C@]2(C)[C@H]([C@H]3[C@H](CC2)[C@]2(C)C(C[C@H](CC2)O)=CC3)CC1)C)C.C(N)CN.C1C=C(SSC2N=CC=CC=2)N=CC=1. (3) Given the product [CH3:10][S:9][C:3]([NH:11][C:12]1[CH:17]=[CH:16][CH:15]=[CH:14][CH:13]=1)=[C:4]([C:7]#[N:8])[C:5]#[N:6], predict the reactants needed to synthesize it. The reactants are: CS[C:3]([S:9][CH3:10])=[C:4]([C:7]#[N:8])[C:5]#[N:6].[NH2:11][C:12]1[CH:17]=[CH:16][CH:15]=[CH:14][CH:13]=1.